This data is from Reaction yield outcomes from USPTO patents with 853,638 reactions. The task is: Predict the reaction yield, written as a fraction of the theoretical maximum amount of product (1.0 means a 100% yield; for example, 0.34 means a 34% yield). (1) The reactants are [O:1]=[O+][O-].C([C:6](=P(C1C=CC=CC=1)(C1C=CC=CC=1)C1C=CC=CC=1)[C:7]([C@@H:9]([NH:14][C:15](=[O:35])[O:16][C@@H:17]([CH2:22][C:23]1[O:24][C:25]([C:28]2[CH:33]=[CH:32][C:31]([F:34])=[CH:30][CH:29]=2)=[N:26][N:27]=1)[C:18]([CH3:21])([CH3:20])[CH3:19])[CH2:10][CH2:11][CH2:12][CH3:13])=[O:8])#N.[CH3:55][C@H:56]([NH2:63])[C:57]1[CH:62]=[CH:61][CH:60]=[CH:59][CH:58]=1. The catalyst is ClCCl. The product is [O:1]=[C:6]([NH:63][C@@H:56]([C:57]1[CH:62]=[CH:61][CH:60]=[CH:59][CH:58]=1)[CH3:55])[C:7]([C@@H:9]([NH:14][C:15](=[O:35])[O:16][C@@H:17]([CH2:22][C:23]1[O:24][C:25]([C:28]2[CH:33]=[CH:32][C:31]([F:34])=[CH:30][CH:29]=2)=[N:26][N:27]=1)[C:18]([CH3:19])([CH3:21])[CH3:20])[CH2:10][CH2:11][CH2:12][CH3:13])=[O:8]. The yield is 0.400. (2) The reactants are [CH3:1][O:2][C:3]1[C:12]2[O:11][CH2:10][CH2:9][O:8][C:7]=2[C:6]([O:13][CH3:14])=[CH:5][CH:4]=1.[CH3:15][C:16](OC(C)=O)=[O:17]. The catalyst is C[N+]([O-])=O.CCOC(C)=O.[Cl-].[Cl-].[Zn+2]. The product is [CH3:14][O:13][C:6]1[C:7]2[O:8][CH2:9][CH2:10][O:11][C:12]=2[C:3]([O:2][CH3:1])=[CH:4][C:5]=1[C:16](=[O:17])[CH3:15]. The yield is 0.880. (3) The reactants are [F:1][C:2]1[C:3]([CH2:24][NH:25][CH3:26])=[CH:4][N:5]([S:14]([C:17]2[CH:18]=[N:19][CH:20]=[CH:21][C:22]=2[CH3:23])(=[O:16])=[O:15])[C:6]=1[C:7]1[C:8]([F:13])=[N:9][CH:10]=[CH:11][CH:12]=1.[C:27]([OH:34])(=[O:33])/[CH:28]=[CH:29]/[C:30]([OH:32])=[O:31]. The catalyst is C(OCC)(=O)C.C(O)C. The product is [C:27]([OH:34])(=[O:33])/[CH:28]=[CH:29]/[C:30]([OH:32])=[O:31].[F:1][C:2]1[C:3]([CH2:24][NH:25][CH3:26])=[CH:4][N:5]([S:14]([C:17]2[CH:18]=[N:19][CH:20]=[CH:21][C:22]=2[CH3:23])(=[O:16])=[O:15])[C:6]=1[C:7]1[C:8]([F:13])=[N:9][CH:10]=[CH:11][CH:12]=1. The yield is 0.810.